From a dataset of Full USPTO retrosynthesis dataset with 1.9M reactions from patents (1976-2016). Predict the reactants needed to synthesize the given product. (1) Given the product [Cl:1][C:2]1[N:11]=[CH:10][C:9]2[N:8]([CH2:23][C:24]3[O:25][C:26]([CH:29]4[CH2:31][CH2:30]4)=[N:27][N:28]=3)[CH2:7][CH:6]3[CH2:12][O:13][CH2:14][CH2:15][N:5]3[C:4]=2[N:3]=1, predict the reactants needed to synthesize it. The reactants are: [Cl:1][C:2]1[N:11]=[CH:10][C:9]2[NH:8][CH2:7][CH:6]3[CH2:12][O:13][CH2:14][CH2:15][N:5]3[C:4]=2[N:3]=1.CC(C)([O-])C.[Na+].Cl[CH2:23][C:24]1[O:25][C:26]([CH:29]2[CH2:31][CH2:30]2)=[N:27][N:28]=1. (2) Given the product [Cl:33][C:29]1[C:28]([CH3:34])=[C:27]([NH:26][S:25]([C:22]2[CH:21]=[CH:20][C:19]([C:16]3[C:15]4[C:10](=[CH:11][CH:12]=[C:13]([F:37])[CH:14]=4)[CH:9]=[C:8]([CH2:7][C:6]([OH:38])=[O:5])[C:17]=3[CH3:18])=[CH:24][CH:23]=2)(=[O:36])=[O:35])[CH:32]=[CH:31][CH:30]=1, predict the reactants needed to synthesize it. The reactants are: O.[OH-].[Li+].C[O:5][C:6](=[O:38])[CH2:7][C:8]1[C:17]([CH3:18])=[C:16]([C:19]2[CH:24]=[CH:23][C:22]([S:25](=[O:36])(=[O:35])[NH:26][C:27]3[CH:32]=[CH:31][CH:30]=[C:29]([Cl:33])[C:28]=3[CH3:34])=[CH:21][CH:20]=2)[C:15]2[C:10](=[CH:11][CH:12]=[C:13]([F:37])[CH:14]=2)[CH:9]=1.C1COCC1.O.